Dataset: Catalyst prediction with 721,799 reactions and 888 catalyst types from USPTO. Task: Predict which catalyst facilitates the given reaction. (1) Product: [CH2:2]([CH:9]1[CH2:10][CH2:11][N:12]([CH:15]([CH3:19])[C:16]([NH:27][C:28]2[CH:37]=[CH:36][C:31]3[NH:32][C:33](=[O:35])[O:34][C:30]=3[CH:29]=2)=[O:18])[CH2:13][CH2:14]1)[C:3]1[CH:4]=[CH:5][CH:6]=[CH:7][CH:8]=1. The catalyst class is: 9. Reactant: Cl.[CH2:2]([CH:9]1[CH2:14][CH2:13][N:12]([CH:15]([CH3:19])[C:16]([OH:18])=O)[CH2:11][CH2:10]1)[C:3]1[CH:8]=[CH:7][CH:6]=[CH:5][CH:4]=1.C(N(CC)CC)C.[NH2:27][C:28]1[CH:37]=[CH:36][C:31]2[NH:32][C:33](=[O:35])[O:34][C:30]=2[CH:29]=1.CN(C(ON1N=NC2C=CC=CC1=2)=[N+](C)C)C.F[P-](F)(F)(F)(F)F. (2) Reactant: [CH2:1]([N:8]1[CH2:12][CH2:11][C@@H:10](OS(C)(=O)=O)[CH2:9]1)[C:2]1[CH:7]=[CH:6][CH:5]=[CH:4][CH:3]=1.[N-:18]=[N+:19]=[N-:20].[Na+].O. Product: [CH2:1]([N:8]1[CH2:12][CH2:11][C@H:10]([N:18]=[N+:19]=[N-:20])[CH2:9]1)[C:2]1[CH:7]=[CH:6][CH:5]=[CH:4][CH:3]=1. The catalyst class is: 9. (3) Reactant: [C:1]([OH:7])(C(F)(F)F)=O.[NH2:8][CH2:9][CH2:10][CH2:11][C@:12]([C@@H:21]1[CH2:26][CH2:25][CH2:24][N:23]([C:27]([O:29][C:30]([CH3:33])([CH3:32])[CH3:31])=[O:28])[CH2:22]1)([C:14]1[CH:19]=[CH:18][CH:17]=[C:16]([Cl:20])[CH:15]=1)[OH:13].C[CH2:35][N:36](C(C)C)C(C)C.ClC(OC1C=CC([N+]([O-])=O)=CC=1)=O. Product: [CH3:35][NH:36][C:1]([NH:8][CH2:9][CH2:10][CH2:11][C@:12]([C@@H:21]1[CH2:26][CH2:25][CH2:24][N:23]([C:27]([O:29][C:30]([CH3:33])([CH3:32])[CH3:31])=[O:28])[CH2:22]1)([C:14]1[CH:19]=[CH:18][CH:17]=[C:16]([Cl:20])[CH:15]=1)[OH:13])=[O:7]. The catalyst class is: 76. (4) The catalyst class is: 1. Product: [Br:10][C:8]1[CH:9]=[C:4]2[C:5]([CH2:11][N:15]([CH3:14])[C:3]2=[O:2])=[CH:6][CH:7]=1. Reactant: C[O:2][C:3](=O)[C:4]1[CH:9]=[C:8]([Br:10])[CH:7]=[CH:6][C:5]=1[CH2:11]Br.[CH3:14][NH2:15]. (5) Reactant: [CH3:1][O:2][C:3]1[CH:20]=[CH:19][C:6]([CH2:7][N:8]2[C:17]3[C:12](=[CH:13][CH:14]=[CH:15][CH:16]=3)[CH2:11][CH2:10][C:9]2=[O:18])=[CH:5][CH:4]=1.[Li+].CC([N-]C(C)C)C.[I:29][CH2:30][CH2:31][CH2:32][CH2:33]I. Product: [I:29][CH2:30][CH2:31][CH2:32][CH2:33][CH:10]1[CH2:11][C:12]2[C:17](=[CH:16][CH:15]=[CH:14][CH:13]=2)[N:8]([CH2:7][C:6]2[CH:5]=[CH:4][C:3]([O:2][CH3:1])=[CH:20][CH:19]=2)[C:9]1=[O:18]. The catalyst class is: 1. (6) Reactant: [CH3:1][O:2][CH2:3][CH2:4][C:5]1[C:10]([CH2:11]O)=[CH:9][N:8]=[C:7]([C:13]2[CH:18]=[CH:17][C:16]([C:19]([F:22])([F:21])[F:20])=[CH:15][CH:14]=2)[N:6]=1.S(Cl)([Cl:25])=O. Product: [Cl:25][CH2:11][C:10]1[C:5]([CH2:4][CH2:3][O:2][CH3:1])=[N:6][C:7]([C:13]2[CH:18]=[CH:17][C:16]([C:19]([F:22])([F:21])[F:20])=[CH:15][CH:14]=2)=[N:8][CH:9]=1. The catalyst class is: 363. (7) Reactant: Br[C:2]1[CH:7]=[CH:6][C:5]([CH2:8][N:9]2[CH2:14][CH2:13][N:12]([C:15]([O:17][C:18]([CH3:21])([CH3:20])[CH3:19])=[O:16])[CH2:11][C:10]2=[O:22])=[CH:4][CH:3]=1.[C:23]([N:26]1[C:35]2[C:30](=[CH:31][C:32](B3OC(C)(C)C(C)(C)O3)=[CH:33][CH:34]=2)[C@H:29]([NH:45][C:46](=[O:51])[O:47][CH:48]([CH3:50])[CH3:49])[CH2:28][C@@H:27]1[CH3:52])(=[O:25])[CH3:24].C(=O)([O-])[O-].[K+].[K+].O1CCOCC1. Product: [C:23]([N:26]1[C:35]2[C:30](=[CH:31][C:32]([C:2]3[CH:7]=[CH:6][C:5]([CH2:8][N:9]4[CH2:14][CH2:13][N:12]([C:15]([O:17][C:18]([CH3:21])([CH3:20])[CH3:19])=[O:16])[CH2:11][C:10]4=[O:22])=[CH:4][CH:3]=3)=[CH:33][CH:34]=2)[C@H:29]([NH:45][C:46]([O:47][CH:48]([CH3:50])[CH3:49])=[O:51])[CH2:28][C@@H:27]1[CH3:52])(=[O:25])[CH3:24]. The catalyst class is: 263. (8) Reactant: [Cl:1][C:2]1[CH:15]=[C:14]([N+:16]([O-])=O)[CH:13]=[CH:12][C:3]=1[O:4][CH2:5][CH2:6][N:7]1[CH2:11][CH2:10][CH2:9][CH2:8]1.CCOC(C)=O. Product: [Cl:1][C:2]1[CH:15]=[C:14]([NH2:16])[CH:13]=[CH:12][C:3]=1[O:4][CH2:5][CH2:6][N:7]1[CH2:8][CH2:9][CH2:10][CH2:11]1. The catalyst class is: 565. (9) Reactant: [NH2:1][CH:2]([C:6]([CH3:9])([SH:8])[CH3:7])[C:3]([OH:5])=[O:4].FC(F)(F)C(O)=O.[CH3:17][O:18][C:19]1[CH:26]=[C:25]([O:27][CH3:28])[CH:24]=[C:23]([O:29][CH3:30])[C:20]=1[CH2:21]O. Product: [NH2:1][CH:2]([C:6]([CH3:9])([S:8][CH2:21][C:20]1[C:23]([O:29][CH3:30])=[CH:24][C:25]([O:27][CH3:28])=[CH:26][C:19]=1[O:18][CH3:17])[CH3:7])[C:3]([OH:5])=[O:4]. The catalyst class is: 2.